From a dataset of Catalyst prediction with 721,799 reactions and 888 catalyst types from USPTO. Predict which catalyst facilitates the given reaction. (1) Reactant: S([O:8][S:9]([C:12]([F:15])([F:14])[F:13])(=[O:11])=[O:10])(C(F)(F)F)(=O)=O.[OH:16][CH2:17][CH2:18][N:19]([CH2:32][CH2:33]O)[S:20]([C:23]1[CH:28]=[CH:27][CH:26]=[CH:25][C:24]=1[N+:29]([O-:31])=[O:30])(=[O:22])=[O:21].N1C(C)=CC(C)=CC=1C. Product: [F:13][C:12]([F:15])([F:14])[S:9]([O:16][CH2:17][CH2:18][N:19]([CH2:32][CH2:33][O:8][S:9]([C:12]([F:13])([F:14])[F:15])(=[O:10])=[O:11])[S:20]([C:23]1[CH:28]=[CH:27][CH:26]=[CH:25][C:24]=1[N+:29]([O-:31])=[O:30])(=[O:22])=[O:21])(=[O:10])=[O:8]. The catalyst class is: 366. (2) Product: [CH2:5]1[C:11]2[CH:12]=[CH:13][C:14]([NH:16][C:17]([N:19]3[CH2:20][CH2:21][O:22][CH2:23][CH2:24]3)=[O:18])=[CH:15][C:10]=2[CH2:9][CH2:8][NH:7][CH2:6]1. The catalyst class is: 4. Reactant: CC([CH:5]1[C:11]2[CH:12]=[CH:13][C:14]([NH:16][C:17]([N:19]3[CH2:24][CH2:23][O:22][CH2:21][CH2:20]3)=[O:18])=[CH:15][C:10]=2[CH2:9][CH2:8][N:7](C([O-])=O)[CH2:6]1)(C)C.FC(F)(F)C(O)=O.